This data is from Full USPTO retrosynthesis dataset with 1.9M reactions from patents (1976-2016). The task is: Predict the reactants needed to synthesize the given product. Given the product [F:27][C:24]1[CH:25]=[CH:26][C:21]([N:18]2[CH2:19][CH2:20][N:15]([C:13]([C@@H:9]3[CH2:10][CH2:11][CH2:12][NH:8]3)=[O:14])[CH2:16][CH2:17]2)=[CH:22][C:23]=1[C:28]1[N:32]([CH3:33])[C:31]2[CH:34]=[CH:35][CH:36]=[CH:37][C:30]=2[N:29]=1, predict the reactants needed to synthesize it. The reactants are: C(OC([N:8]1[CH2:12][CH2:11][CH2:10][C@H:9]1[C:13]([N:15]1[CH2:20][CH2:19][N:18]([C:21]2[CH:26]=[CH:25][C:24]([F:27])=[C:23]([C:28]3[N:32]([CH3:33])[C:31]4[CH:34]=[CH:35][CH:36]=[CH:37][C:30]=4[N:29]=3)[CH:22]=2)[CH2:17][CH2:16]1)=[O:14])=O)(C)(C)C.